From a dataset of Forward reaction prediction with 1.9M reactions from USPTO patents (1976-2016). Predict the product of the given reaction. (1) The product is: [CH:22]1([CH2:30][O:1][C:2]2[CH:3]=[C:4]([CH2:8][CH2:9][CH2:10][N:11]3[C:19](=[O:20])[C:18]4[C:13](=[CH:14][CH:15]=[CH:16][CH:17]=4)[C:12]3=[O:21])[CH:5]=[CH:6][CH:7]=2)[CH2:29][CH2:28][CH2:27][CH2:26][CH2:25][CH2:24][CH2:23]1. Given the reactants [OH:1][C:2]1[CH:3]=[C:4]([CH2:8][CH2:9][CH2:10][N:11]2[C:19](=[O:20])[C:18]3[C:13](=[CH:14][CH:15]=[CH:16][CH:17]=3)[C:12]2=[O:21])[CH:5]=[CH:6][CH:7]=1.[CH:22]1([CH2:30]O)[CH2:29][CH2:28][CH2:27][CH2:26][CH2:25][CH2:24][CH2:23]1, predict the reaction product. (2) Given the reactants C([C:3]1[CH:4]=[C:5]([CH:29]=[CH:30][CH:31]=1)[CH2:6][N:7]1[CH:11]=[C:10]([NH:12]C(C2C3CCC(C4C=NNC=4)CC=3NN=2)=O)[CH:9]=[N:8]1)#N.[F:32][C:33]1([F:53])[CH2:41][CH2:40][C:39]2[N:38](COCC[Si](C)(C)C)[N:37]=[C:36]([C:50]([OH:52])=O)[C:35]=2[CH2:34]1.NC1C=NN(CC2C=C(C=CC=2)C#N)C=1.C(N1C=C(N)C=N1)C1C=CC=CC=1, predict the reaction product. The product is: [CH2:6]([N:7]1[CH:11]=[C:10]([NH:12][C:50]([C:36]2[C:35]3[CH2:34][C:33]([F:32])([F:53])[CH2:41][CH2:40][C:39]=3[NH:38][N:37]=2)=[O:52])[CH:9]=[N:8]1)[C:5]1[CH:4]=[CH:3][CH:31]=[CH:30][CH:29]=1.